From a dataset of Forward reaction prediction with 1.9M reactions from USPTO patents (1976-2016). Predict the product of the given reaction. (1) Given the reactants [C:1]([O:5][C:6]([N:8]1[CH2:12][C@@H:11]([CH2:13][OH:14])[C@H:10]([CH2:15][C:16]2[CH:21]=[CH:20][CH:19]=[CH:18][CH:17]=2)[CH2:9]1)=[O:7])([CH3:4])([CH3:3])[CH3:2].CC1(C)N([O])C(C)(C)CCC1.[K+].[Br-].[O-]Cl.[Na+], predict the reaction product. The product is: [C:1]([O:5][C:6]([N:8]1[CH2:12][C@@H:11]([CH:13]=[O:14])[C@H:10]([CH2:15][C:16]2[CH:17]=[CH:18][CH:19]=[CH:20][CH:21]=2)[CH2:9]1)=[O:7])([CH3:4])([CH3:2])[CH3:3]. (2) The product is: [F:9][C:8]1[C:3]2[CH2:13][O:12][C:11](=[O:17])[NH:10][C:4]=2[N:5]=[CH:6][CH:7]=1. Given the reactants BrC[C:3]1[C:4]([NH:10][C:11](=[O:17])[O:12][C:13](C)(C)C)=[N:5][CH:6]=[CH:7][C:8]=1[F:9].O, predict the reaction product. (3) Given the reactants [C:1]([O:5][C:6]([N:8]1[CH2:13][CH2:12][CH:11]([N:14]([C@H:24]([C:27]2[CH:32]=[CH:31][CH:30]=[CH:29][CH:28]=2)[CH2:25]O)[C:15]([NH:17][C:18]2[CH:19]=[N:20][CH:21]=[CH:22][CH:23]=2)=[O:16])[CH2:10][CH2:9]1)=[O:7])([CH3:4])([CH3:3])[CH3:2].CS(Cl)(=O)=O, predict the reaction product. The product is: [C:1]([O:5][C:6]([N:8]1[CH2:13][CH2:12][CH:11]([N:14]2[C@H:24]([C:27]3[CH:28]=[CH:29][CH:30]=[CH:31][CH:32]=3)[CH2:25][O:16][C:15]2=[N:17][C:18]2[CH:19]=[N:20][CH:21]=[CH:22][CH:23]=2)[CH2:10][CH2:9]1)=[O:7])([CH3:3])([CH3:4])[CH3:2]. (4) Given the reactants [Cl:1][C:2]1[C:7]([C:8]([O:10]C)=[O:9])=[CH:6][C:5]([NH:12][C:13]([C:15]2[N:19]([CH3:20])[N:18]=[C:17]([C:21]([F:27])([F:26])[C:22]([F:25])([F:24])[F:23])[C:16]=2[C:28]([F:31])([F:30])[F:29])=[O:14])=[N:4][CH:3]=1.[OH-].[Na+], predict the reaction product. The product is: [Cl:1][C:2]1[C:7]([C:8]([OH:10])=[O:9])=[CH:6][C:5]([NH:12][C:13]([C:15]2[N:19]([CH3:20])[N:18]=[C:17]([C:21]([F:26])([F:27])[C:22]([F:24])([F:25])[F:23])[C:16]=2[C:28]([F:31])([F:29])[F:30])=[O:14])=[N:4][CH:3]=1. (5) Given the reactants [O:1]1CCO[CH:2]1[C:6]1[CH:11]=[CH:10][C:9]([N:12]([C:50]2[C:59]3[C:54](=[CH:55][CH:56]=[CH:57][CH:58]=3)[CH:53]=[CH:52][CH:51]=2)[C:13]2[CH:25]=[CH:24][C:23]3[C:22]4[C:17](=[CH:18][C:19]([N:26]([C:37]5[CH:42]=[CH:41][C:40]([CH:43]6OCC[O:44]6)=[CH:39][CH:38]=5)[C:27]5[C:36]6[C:31](=[CH:32][CH:33]=[CH:34][CH:35]=6)[CH:30]=[CH:29][CH:28]=5)=[CH:20][CH:21]=4)[C:16]([CH3:49])([CH3:48])[C:15]=3[CH:14]=2)=[CH:8][CH:7]=1.Cl, predict the reaction product. The product is: [CH3:48][C:16]1([CH3:49])[C:17]2[CH:18]=[C:19]([N:26]([C:37]3[CH:38]=[CH:39][C:40]([CH:43]=[O:44])=[CH:41][CH:42]=3)[C:27]3[C:36]4[C:31](=[CH:32][CH:33]=[CH:34][CH:35]=4)[CH:30]=[CH:29][CH:28]=3)[CH:20]=[CH:21][C:22]=2[C:23]2[C:15]1=[CH:14][C:13]([N:12]([C:9]1[CH:8]=[CH:7][C:6]([CH:2]=[O:1])=[CH:11][CH:10]=1)[C:50]1[C:59]3[C:54](=[CH:55][CH:56]=[CH:57][CH:58]=3)[CH:53]=[CH:52][CH:51]=1)=[CH:25][CH:24]=2. (6) Given the reactants [C:1](O)(=[O:5])[CH2:2][CH2:3][CH3:4].F[P-](F)(F)(F)(F)F.N1(OC(N(C)C)=[N+](C)C)C2N=CC=CC=2N=N1.[NH2:31][C:32]1[CH:45]=[CH:44][C:35]([C:36]([NH:38][C:39]2[S:40][CH:41]=[CH:42][N:43]=2)=[O:37])=[CH:34][CH:33]=1, predict the reaction product. The product is: [C:1]([NH:31][C:32]1[CH:45]=[CH:44][C:35]([C:36]([NH:38][C:39]2[S:40][CH:41]=[CH:42][N:43]=2)=[O:37])=[CH:34][CH:33]=1)(=[O:5])[CH2:2][CH2:3][CH3:4]. (7) Given the reactants FC(F)(F)C(O)=O.[OH:8][C:9]1[CH:36]=[CH:35][C:34]([C:37]2[CH:42]=[CH:41][CH:40]=[CH:39][CH:38]=2)=[CH:33][C:10]=1[C:11]([NH:13][C:14]1[CH:26]=[C:25]([C:27]2[CH:32]=[CH:31][CH:30]=[CH:29][CH:28]=2)[CH:24]=[CH:23][C:15]=1[C:16]([O:18]C(C)(C)C)=[O:17])=[O:12], predict the reaction product. The product is: [OH:8][C:9]1[CH:36]=[CH:35][C:34]([C:37]2[CH:42]=[CH:41][CH:40]=[CH:39][CH:38]=2)=[CH:33][C:10]=1[C:11]([NH:13][C:14]1[CH:26]=[C:25]([C:27]2[CH:32]=[CH:31][CH:30]=[CH:29][CH:28]=2)[CH:24]=[CH:23][C:15]=1[C:16]([OH:18])=[O:17])=[O:12].